This data is from Forward reaction prediction with 1.9M reactions from USPTO patents (1976-2016). The task is: Predict the product of the given reaction. (1) The product is: [I-:23].[NH2:1][C:2]1[N:7]=[C:6]([NH:8][C:9]2[CH:10]=[C:11]([C:18](=[O:20])[CH3:19])[CH:12]=[C:13]([C:15](=[O:17])[CH3:16])[CH:14]=2)[CH:5]=[C:4]([CH3:21])[N+:3]=1[CH3:22]. Given the reactants [NH2:1][C:2]1[N:7]=[C:6]([NH:8][C:9]2[CH:14]=[C:13]([C:15](=[O:17])[CH3:16])[CH:12]=[C:11]([C:18](=[O:20])[CH3:19])[CH:10]=2)[CH:5]=[C:4]([CH3:21])[N:3]=1.[CH3:22][I:23], predict the reaction product. (2) Given the reactants C(Cl)(=O)C(Cl)=O.CS(C)=O.[C:11]([N:15]1[C:19](=[O:20])[CH2:18][CH:17]([C:21]2[CH:26]=[CH:25][C:24]([CH2:27][C:28]3([CH2:34][OH:35])[CH2:32][CH2:31][C:30](=[O:33])[NH:29]3)=[CH:23][CH:22]=2)[S:16]1(=[O:37])=[O:36])([CH3:14])([CH3:13])[CH3:12].C(N(CC)C(C)C)(C)C, predict the reaction product. The product is: [C:11]([N:15]1[C:19](=[O:20])[CH2:18][CH:17]([C:21]2[CH:26]=[CH:25][C:24]([CH2:27][C:28]3([CH:34]=[O:35])[CH2:32][CH2:31][C:30](=[O:33])[NH:29]3)=[CH:23][CH:22]=2)[S:16]1(=[O:36])=[O:37])([CH3:14])([CH3:12])[CH3:13]. (3) Given the reactants [NH2:1][C:2]1[C:14]([C:15]([NH:17][C:18]2[CH:19]=[N:20][CH:21]=[CH:22][C:23]=2[CH:24]2[CH2:26][CH2:25]2)=[O:16])=[C:5]2[N:6]=[C:7]3[CH2:13][CH2:12][NH:11][CH2:10][C:8]3=[CH:9][N:4]2[N:3]=1.C([O-])([O-])=O.[K+].[K+].Br[CH2:34][CH2:35][O:36][CH3:37], predict the reaction product. The product is: [NH2:1][C:2]1[C:14]([C:15]([NH:17][C:18]2[CH:19]=[N:20][CH:21]=[CH:22][C:23]=2[CH:24]2[CH2:25][CH2:26]2)=[O:16])=[C:5]2[N:6]=[C:7]3[CH2:13][CH2:12][N:11]([CH2:34][CH2:35][O:36][CH3:37])[CH2:10][C:8]3=[CH:9][N:4]2[N:3]=1.